This data is from Reaction yield outcomes from USPTO patents with 853,638 reactions. The task is: Predict the reaction yield, written as a fraction of the theoretical maximum amount of product (1.0 means a 100% yield; for example, 0.34 means a 34% yield). (1) The reactants are Br[C:2]1[CH:3]=[N:4][C:5]([N:8]2[CH2:13][CH2:12][N:11]([C:14]([O:16][C:17]([CH3:20])([CH3:19])[CH3:18])=[O:15])[CH2:10][CH2:9]2)=[N:6][CH:7]=1.[Li]CCCC.[CH3:26][C:27]([S@:30](/[N:32]=[C:33](/[C:38]1[CH:43]=[CH:42][C:41]([F:44])=[CH:40][CH:39]=1)\[C:34]([F:37])([F:36])[F:35])=[O:31])([CH3:29])[CH3:28].[NH4+].[Cl-]. The catalyst is C1COCC1. The product is [C:27]([S@:30]([NH:32][C@:33]([C:2]1[CH:3]=[N:4][C:5]([N:8]2[CH2:13][CH2:12][N:11]([C:14]([O:16][C:17]([CH3:20])([CH3:19])[CH3:18])=[O:15])[CH2:10][CH2:9]2)=[N:6][CH:7]=1)([C:38]1[CH:43]=[CH:42][C:41]([F:44])=[CH:40][CH:39]=1)[C:34]([F:35])([F:36])[F:37])=[O:31])([CH3:29])([CH3:26])[CH3:28]. The yield is 0.770. (2) The reactants are [NH2:1][C:2]1[CH:7]=[CH:6][C:5]([Br:8])=[CH:4][N:3]=1.O.N1C2C(=CC=C3C=2N=CC=C3)C=CC=1.[C:24](#[N:31])[C:25]1[CH:30]=[CH:29][CH:28]=[CH:27][CH:26]=1. The product is [Br:8][C:5]1[CH:6]=[CH:7][C:2]2[N:3]([N:31]=[C:24]([C:25]3[CH:30]=[CH:29][CH:28]=[CH:27][CH:26]=3)[N:1]=2)[CH:4]=1. The catalyst is [Cu]Br. The yield is 0.360. (3) The reactants are FC(F)(F)C(O)=O.[C:8]([O:12][C:13]([N:15]1[CH2:20][CH2:19][CH:18]([N:21]2[C:25]3=[N:26][CH:27]=[N:28][C:29]([O:30][C:31]4[C:32]([CH3:37])=[N:33][CH:34]=[CH:35][CH:36]=4)=[C:24]3[CH:23]=[N:22]2)[CH2:17][CH2:16]1)=[O:14])([CH3:11])([CH3:10])C.ClC(O[C:42]1[CH:47]=CC=C[CH:43]=1)=O.C(N(CC)CC)C. The catalyst is ClCCl.O. The product is [C:8]1([O:12][C:13]([N:15]2[CH2:20][CH2:19][CH:18]([N:21]3[C:25]4=[N:26][CH:27]=[N:28][C:29]([O:30][C:31]5[C:32]([CH3:37])=[N:33][CH:34]=[CH:35][CH:36]=5)=[C:24]4[CH:23]=[N:22]3)[CH2:17][CH2:16]2)=[O:14])[CH:11]=[CH:47][CH:42]=[CH:43][CH:10]=1. The yield is 0.150. (4) The reactants are [O:1]1[C:10]2[C:5](=[CH:6][CH:7]=[CH:8][CH:9]=2)[C:4](=[O:11])[CH2:3][CH2:2]1.B(F)(F)F.[CH3:16]COCC.[Si](C=[N+]=[N-])(C)(C)C.C([O-])(O)=O.[Na+]. The catalyst is C(OCC)C. The product is [O:1]1[CH2:2][CH2:3][C:4](=[O:11])[CH2:16][C:5]2[CH:6]=[CH:7][CH:8]=[CH:9][C:10]1=2. The yield is 0.420.